From a dataset of NCI-60 drug combinations with 297,098 pairs across 59 cell lines. Regression. Given two drug SMILES strings and cell line genomic features, predict the synergy score measuring deviation from expected non-interaction effect. (1) Drug 1: CC1OCC2C(O1)C(C(C(O2)OC3C4COC(=O)C4C(C5=CC6=C(C=C35)OCO6)C7=CC(=C(C(=C7)OC)O)OC)O)O. Drug 2: CC1(CCCN1)C2=NC3=C(C=CC=C3N2)C(=O)N. Cell line: NCI-H460. Synergy scores: CSS=40.2, Synergy_ZIP=-1.07, Synergy_Bliss=-4.24, Synergy_Loewe=-27.8, Synergy_HSA=-2.87. (2) Drug 1: CCC1(CC2CC(C3=C(CCN(C2)C1)C4=CC=CC=C4N3)(C5=C(C=C6C(=C5)C78CCN9C7C(C=CC9)(C(C(C8N6C)(C(=O)OC)O)OC(=O)C)CC)OC)C(=O)OC)O.OS(=O)(=O)O. Drug 2: CN1C2=C(C=C(C=C2)N(CCCl)CCCl)N=C1CCCC(=O)O.Cl. Cell line: UACC-257. Synergy scores: CSS=7.60, Synergy_ZIP=-3.55, Synergy_Bliss=-6.02, Synergy_Loewe=-55.1, Synergy_HSA=-6.95. (3) Drug 1: C1CN1P(=S)(N2CC2)N3CC3. Drug 2: C1=NC2=C(N=C(N=C2N1C3C(C(C(O3)CO)O)O)F)N. Cell line: NCI-H460. Synergy scores: CSS=40.5, Synergy_ZIP=0.468, Synergy_Bliss=3.64, Synergy_Loewe=-18.8, Synergy_HSA=1.51. (4) Drug 1: CC1=C(C(CCC1)(C)C)C=CC(=CC=CC(=CC(=O)O)C)C. Drug 2: CC(C)NC(=O)C1=CC=C(C=C1)CNNC.Cl. Cell line: SW-620. Synergy scores: CSS=-3.04, Synergy_ZIP=0.680, Synergy_Bliss=-2.22, Synergy_Loewe=-4.93, Synergy_HSA=-4.28. (5) Drug 1: C1=C(C(=O)NC(=O)N1)N(CCCl)CCCl. Drug 2: COC1=C2C(=CC3=C1OC=C3)C=CC(=O)O2. Cell line: 786-0. Synergy scores: CSS=24.7, Synergy_ZIP=0.377, Synergy_Bliss=-0.242, Synergy_Loewe=-7.26, Synergy_HSA=-1.33.